Dataset: Catalyst prediction with 721,799 reactions and 888 catalyst types from USPTO. Task: Predict which catalyst facilitates the given reaction. Reactant: [N+:1]([C:4]1[CH:9]=[CH:8][C:7]([C:10]2([C:13]#[N:14])[CH2:12][CH2:11]2)=[CH:6][CH:5]=1)([O-])=O.CCOC(C)=O. The catalyst class is: 50. Product: [NH2:1][C:4]1[CH:5]=[CH:6][C:7]([C:10]2([C:13]#[N:14])[CH2:11][CH2:12]2)=[CH:8][CH:9]=1.